This data is from Reaction yield outcomes from USPTO patents with 853,638 reactions. The task is: Predict the reaction yield, written as a fraction of the theoretical maximum amount of product (1.0 means a 100% yield; for example, 0.34 means a 34% yield). The reactants are [CH2:1]([C:3]1[CH:4]=[C:5]([CH2:9][C:10]([C:12]2[CH:17]=[CH:16][CH:15]=[CH:14][CH:13]=2)=O)[CH:6]=[CH:7][CH:8]=1)[CH3:2].[CH2:18]([O:20][C:21]1[CH:22]=[C:23]([CH:26]=[C:27]([N+:30]([O-:32])=[O:31])[C:28]=1[OH:29])[CH:24]=O)[CH3:19].[NH2:33][C:34]([NH2:36])=[O:35].Cl. The catalyst is C(O)C. The product is [CH2:18]([O:20][C:21]1[CH:22]=[C:23]([CH:24]2[C:9]([C:5]3[CH:6]=[CH:7][CH:8]=[C:3]([CH2:1][CH3:2])[CH:4]=3)=[C:10]([C:12]3[CH:17]=[CH:16][CH:15]=[CH:14][CH:13]=3)[NH:36][C:34](=[O:35])[NH:33]2)[CH:26]=[C:27]([N+:30]([O-:32])=[O:31])[C:28]=1[OH:29])[CH3:19]. The yield is 0.250.